From a dataset of Merck oncology drug combination screen with 23,052 pairs across 39 cell lines. Regression. Given two drug SMILES strings and cell line genomic features, predict the synergy score measuring deviation from expected non-interaction effect. (1) Drug 1: CC(=O)OC1C(=O)C2(C)C(O)CC3OCC3(OC(C)=O)C2C(OC(=O)c2ccccc2)C2(O)CC(OC(=O)C(O)C(NC(=O)c3ccccc3)c3ccccc3)C(C)=C1C2(C)C. Drug 2: C#Cc1cccc(Nc2ncnc3cc(OCCOC)c(OCCOC)cc23)c1. Cell line: SW837. Synergy scores: synergy=11.6. (2) Drug 1: O=S1(=O)NC2(CN1CC(F)(F)F)C1CCC2Cc2cc(C=CCN3CCC(C(F)(F)F)CC3)ccc2C1. Drug 2: CS(=O)(=O)CCNCc1ccc(-c2ccc3ncnc(Nc4ccc(OCc5cccc(F)c5)c(Cl)c4)c3c2)o1. Cell line: LOVO. Synergy scores: synergy=34.7.